Dataset: Forward reaction prediction with 1.9M reactions from USPTO patents (1976-2016). Task: Predict the product of the given reaction. (1) Given the reactants [F:1][C:2]1[C:16]([CH2:17][NH2:18])=[CH:15][C:5]2[N:6]([CH:9]3[CH2:14][CH2:13][CH2:12][CH2:11][O:10]3)[CH:7]=[N:8][C:4]=2[CH:3]=1.[CH3:19][C:20]([O:23][C:24](O[C:24]([O:23][C:20]([CH3:22])([CH3:21])[CH3:19])=[O:25])=[O:25])([CH3:22])[CH3:21], predict the reaction product. The product is: [F:1][C:2]1[C:16]([CH2:17][NH:18][C:24](=[O:25])[O:23][C:20]([CH3:22])([CH3:21])[CH3:19])=[CH:15][C:5]2[N:6]([CH:9]3[CH2:14][CH2:13][CH2:12][CH2:11][O:10]3)[CH:7]=[N:8][C:4]=2[CH:3]=1. (2) Given the reactants [NH2:1][C:2]1[N:3]([CH2:9][C:10]2[CH:15]=[CH:14][C:13]([F:16])=[C:12]([F:17])[CH:11]=2)[CH:4]=[CH:5][C:6]=1[C:7]#[N:8].C(O/[C:21](/[CH3:28])=[CH:22]/[C:23]([O:25][CH2:26][CH3:27])=[O:24])C.O.CC1C=CC(S(O)(=O)=O)=CC=1.[O-]CC.[Na+].Cl.O, predict the reaction product. The product is: [NH2:8][C:7]1[C:22]([C:23]([O:25][CH2:26][CH3:27])=[O:24])=[C:21]([CH3:28])[N:1]=[C:2]2[N:3]([CH2:9][C:10]3[CH:15]=[CH:14][C:13]([F:16])=[C:12]([F:17])[CH:11]=3)[CH:4]=[CH:5][C:6]=12. (3) Given the reactants [Br:1][C:2]1[CH:15]=[CH:14][C:5]([C:6]([N:8]([CH2:10][CH2:11]CC)[CH3:9])=[O:7])=[C:4]([S:16]([CH:19]([CH3:21])[CH3:20])(=[O:18])=[O:17])[CH:3]=1.Br[C:23]1C=CC(C(O)=O)=C(S(C(C)C)(=O)=O)C=1.C(NCC)C, predict the reaction product. The product is: [Br:1][C:2]1[CH:15]=[CH:14][C:5]([C:6]([N:8]([CH2:9][CH3:23])[CH2:10][CH3:11])=[O:7])=[C:4]([S:16]([CH:19]([CH3:21])[CH3:20])(=[O:18])=[O:17])[CH:3]=1. (4) Given the reactants [Br:1][C:2]1[CH:3]=[CH:4][C:5]2=[C:6]([CH:23]=1)[N:7]=[C:8]([NH:15][C:16]([O:18][C:19]([CH3:22])([CH3:21])[CH3:20])=[O:17])[CH2:9][C:10]([C:12]([OH:14])=O)=[CH:11]2.[Si:24]([O:31][CH2:32][CH2:33][CH2:34][NH:35][CH2:36][CH2:37][CH3:38])([C:27]([CH3:30])([CH3:29])[CH3:28])([CH3:26])[CH3:25], predict the reaction product. The product is: [Br:1][C:2]1[CH:3]=[CH:4][C:5]2=[C:6]([CH:23]=1)[N:7]=[C:8]([NH:15][C:16](=[O:17])[O:18][C:19]([CH3:20])([CH3:22])[CH3:21])[CH2:9][C:10]([C:12](=[O:14])[N:35]([CH2:34][CH2:33][CH2:32][O:31][Si:24]([C:27]([CH3:28])([CH3:30])[CH3:29])([CH3:26])[CH3:25])[CH2:36][CH2:37][CH3:38])=[CH:11]2. (5) Given the reactants Cl[C:2]1[C:11]2[C:6](=[CH:7][CH:8]=[C:9]([C:12]3[CH:17]=[CH:16][C:15]([F:18])=[CH:14][CH:13]=3)[CH:10]=2)[N:5]=[CH:4][N:3]=1.[CH3:19][NH:20][CH3:21], predict the reaction product. The product is: [CH3:19][N:20]([C:2]1[C:11]2[C:6](=[CH:7][CH:8]=[C:9]([C:12]3[CH:17]=[CH:16][C:15]([F:18])=[CH:14][CH:13]=3)[CH:10]=2)[N:5]=[CH:4][N:3]=1)[CH3:21]. (6) Given the reactants Cl[C:2](=[O:8])[C:3]([O:5][CH2:6][CH3:7])=[O:4].[F:9][C:10]([F:30])([F:29])[O:11][C:12]1[CH:17]=[CH:16][C:15]([S:18]([N:21]2[CH2:26][CH2:25][CH:24]([O:27][NH2:28])[CH2:23][CH2:22]2)(=[O:20])=[O:19])=[CH:14][CH:13]=1.C(N(CC)CC)C, predict the reaction product. The product is: [CH2:6]([O:5][C:3](=[O:4])[C:2]([NH:28][O:27][CH:24]1[CH2:23][CH2:22][N:21]([S:18]([C:15]2[CH:14]=[CH:13][C:12]([O:11][C:10]([F:30])([F:9])[F:29])=[CH:17][CH:16]=2)(=[O:19])=[O:20])[CH2:26][CH2:25]1)=[O:8])[CH3:7]. (7) Given the reactants [CH2:1]([O:3][C:4]([C:6]1([C:26]([O:28][CH2:29][CH3:30])=[O:27])[CH2:10][CH2:9][CH2:8][N:7]1[C:11]1[CH:12]=[N:13][C:14]([O:17][C:18]2[CH:23]=[CH:22][C:21]([CH:24]=[CH2:25])=[CH:20][CH:19]=2)=[CH:15][CH:16]=1)=[O:5])[CH3:2].[H][H].C(OCC)(=[O:35])C, predict the reaction product. The product is: [CH2:1]([O:3][C:4]([C:6]1([C:26]([O:28][CH2:29][CH3:30])=[O:27])[CH2:10][CH2:9][C:8](=[O:35])[N:7]1[C:11]1[CH:12]=[N:13][C:14]([O:17][C:18]2[CH:19]=[CH:20][C:21]([CH2:24][CH3:25])=[CH:22][CH:23]=2)=[CH:15][CH:16]=1)=[O:5])[CH3:2].